From a dataset of TCR-epitope binding with 47,182 pairs between 192 epitopes and 23,139 TCRs. Binary Classification. Given a T-cell receptor sequence (or CDR3 region) and an epitope sequence, predict whether binding occurs between them. (1) The epitope is VVYRGTTTY. The TCR CDR3 sequence is CAPAGNPEQYF. Result: 1 (the TCR binds to the epitope). (2) The epitope is GTSGSPIINR. The TCR CDR3 sequence is CASSQGRQQGGRDEQYF. Result: 0 (the TCR does not bind to the epitope).